From a dataset of Cav3 T-type calcium channel HTS with 100,875 compounds. Binary Classification. Given a drug SMILES string, predict its activity (active/inactive) in a high-throughput screening assay against a specified biological target. (1) The drug is BrC1(Br)C(C1)(C)C(=O)NC(CC)c1ccc(cc1)C. The result is 0 (inactive). (2) The drug is S1C2N(C(C1)C(=O)NCCCN1CCOCC1)C(=O)c1c2cccc1. The result is 0 (inactive). (3) The drug is s1c=2n(C(C(=C(N2)C)C(OC)=O)c2ccc(OC)cc2)c(N)c1C#N. The result is 0 (inactive). (4) The molecule is O=C(NC1CCCCC1)C1(N(Cc2occc2)C(=O)c2ncccc2)CCCCC1. The result is 0 (inactive).